From a dataset of Forward reaction prediction with 1.9M reactions from USPTO patents (1976-2016). Predict the product of the given reaction. (1) Given the reactants C([O:3][C:4]([C:6]1[N:7]=[CH:8][N:9]([C:12]2[CH:17]=[CH:16][C:15]([Cl:18])=[C:14]([Cl:19])[CH:13]=2)[C:10]=1[CH3:11])=O)C.C1COCC1.[C@H](O)(C([O-])=O)[C@@H](O)C([O-])=O.[Na+].[K+], predict the reaction product. The product is: [Cl:19][C:14]1[CH:13]=[C:12]([N:9]2[C:10]([CH3:11])=[C:6]([CH2:4][OH:3])[N:7]=[CH:8]2)[CH:17]=[CH:16][C:15]=1[Cl:18]. (2) Given the reactants Br[C:2]1[C:3]([O:8][C:9]2[CH:14]=[CH:13][C:12]([NH:15][C:16]3[N:20]([CH3:21])[C:19]4[CH:22]=[CH:23][CH:24]=[CH:25][C:18]=4[N:17]=3)=[CH:11][CH:10]=2)=[N:4][CH:5]=[CH:6][CH:7]=1.[N:26]1[CH:31]=[CH:30][CH:29]=[C:28](B(O)O)[CH:27]=1.C(=O)([O-])[O-].[Na+].[Na+], predict the reaction product. The product is: [N:4]1[CH:5]=[CH:6][CH:7]=[C:2]([C:28]2[CH:27]=[N:26][CH:31]=[CH:30][CH:29]=2)[C:3]=1[O:8][C:9]1[CH:14]=[CH:13][C:12]([NH:15][C:16]2[N:20]([CH3:21])[C:19]3[CH:22]=[CH:23][CH:24]=[CH:25][C:18]=3[N:17]=2)=[CH:11][CH:10]=1. (3) The product is: [CH2:4]([O:11][C:12]([N:14]1[CH2:18][C@H:17]([CH:19]=[CH2:30])[C@H:16]([NH:21][C:22]([O:24][C:25]([CH3:28])([CH3:27])[CH3:26])=[O:23])[CH2:15]1)=[O:13])[C:5]1[CH:10]=[CH:9][CH:8]=[CH:7][CH:6]=1. Given the reactants ICI.[CH2:4]([O:11][C:12]([N:14]1[CH2:18][C@H:17]([CH:19]=O)[C@H:16]([NH:21][C:22]([O:24][C:25]([CH3:28])([CH3:27])[CH3:26])=[O:23])[CH2:15]1)=[O:13])[C:5]1[CH:10]=[CH:9][CH:8]=[CH:7][CH:6]=1.Cl.[CH2:30](OCC)C, predict the reaction product. (4) Given the reactants [F:1][C:2]1[CH:9]=[C:8](Br)[CH:7]=[CH:6][C:3]=1[CH:4]=O.C[Li].CS(Cl)(=O)=O.S([O-])(=O)(=O)C.[N-]=[N+]=[N-].[Na+].[CH3:27][C:28](OC(OC(O[C:28]([CH3:30])([CH3:29])[CH3:27])=O)=O)([CH3:30])[CH3:29].[C:42](=[O:45])([O-:44])[NH2:43].[C:46]([O-])(=O)C.[K+].[B:51]1([B:51]2[O:55][C:54]([CH3:57])([CH3:56])[C:53]([CH3:59])([CH3:58])[O:52]2)[O:55][C:54]([CH3:57])([CH3:56])[C:53]([CH3:59])([CH3:58])[O:52]1, predict the reaction product. The product is: [F:1][C:2]1[CH:9]=[C:8]([B:51]2[O:55][C:54]([CH3:56])([CH3:57])[C:53]([CH3:59])([CH3:58])[O:52]2)[CH:7]=[CH:6][C:3]=1[CH:4]([NH:43][C:42](=[O:44])[O:45][C:28]([CH3:30])([CH3:29])[CH3:27])[CH3:46]. (5) Given the reactants IC1[CH:7]=[CH:6][C:5]([CH3:8])=[CH:4][CH:3]=1.[C:9](=[O:14])([O-])[O:10][CH2:11][CH3:12].[N:15]1C2C(=CC=C3C=2N=CC=C3)C=CC=1.C(=O)([O-])[O-].[Cs+].[Cs+].C[N:36]([CH3:39])C=O, predict the reaction product. The product is: [CH3:8][C:5]1[CH:6]=[CH:7][C:39]([N:36]([C:9]([O:10][CH2:11][CH3:12])=[O:14])[NH2:15])=[CH:3][CH:4]=1. (6) Given the reactants [OH:1][C@H:2]([CH2:6][O:7][C:8]([C:21]1[CH:26]=[CH:25][CH:24]=[CH:23][CH:22]=1)([C:15]1[CH:20]=[CH:19][CH:18]=[CH:17][CH:16]=1)[C:9]1[CH:14]=[CH:13][CH:12]=[CH:11][CH:10]=1)[CH2:3][C:4]#[N:5].N.[OH:28]O, predict the reaction product. The product is: [OH:1][C@H:2]([CH2:6][O:7][C:8]([C:21]1[CH:26]=[CH:25][CH:24]=[CH:23][CH:22]=1)([C:9]1[CH:14]=[CH:13][CH:12]=[CH:11][CH:10]=1)[C:15]1[CH:16]=[CH:17][CH:18]=[CH:19][CH:20]=1)[CH2:3][C:4]([NH2:5])=[O:28].